From a dataset of Catalyst prediction with 721,799 reactions and 888 catalyst types from USPTO. Predict which catalyst facilitates the given reaction. (1) Reactant: C([NH:9][C:10]([NH:12][C:13]1[CH:22]=[C:21]2[C:16]([CH:17]=[CH:18][CH:19]=[C:20]2[N:23]2[CH2:28][CH2:27][N:26]([CH3:29])[CH2:25][CH2:24]2)=[CH:15][CH:14]=1)=[S:11])(=O)C1C=CC=CC=1.[OH-].[Na+]. Product: [NH2:9][C:10]([NH:12][C:13]1[CH:22]=[C:21]2[C:16]([CH:17]=[CH:18][CH:19]=[C:20]2[N:23]2[CH2:24][CH2:25][N:26]([CH3:29])[CH2:27][CH2:28]2)=[CH:15][CH:14]=1)=[S:11]. The catalyst class is: 40. (2) Reactant: [CH2:1]([NH:8][C:9](=[O:30])[C:10]([NH:12][C:13]1[CH:28]=[CH:27][C:16]([O:17][C:18]2[CH:23]=[CH:22][N:21]=[C:20](C(N)=O)[CH:19]=2)=[C:15]([F:29])[CH:14]=1)=[O:11])[C:2]1[CH:7]=[CH:6][CH:5]=[CH:4][CH:3]=1.O.[N:32]1C=CC=CC=1.FC(F)(F)C(OI(C1C=CC=CC=1)OC(=O)C(F)(F)F)=O. Product: [NH2:32][C:20]1[CH:19]=[C:18]([O:17][C:16]2[CH:27]=[CH:28][C:13]([NH:12][C:10](=[O:11])[C:9]([NH:8][CH2:1][C:2]3[CH:7]=[CH:6][CH:5]=[CH:4][CH:3]=3)=[O:30])=[CH:14][C:15]=2[F:29])[CH:23]=[CH:22][N:21]=1. The catalyst class is: 39. (3) Reactant: [CH:1]1([N:7]2[CH2:12][CH2:11][N:10]([C:13]3[S:17][C:16]([NH:18][C:19](=[O:28])[C:20]4[CH:25]=[CH:24][C:23]([CH:26]=O)=[CH:22][CH:21]=4)=[N:15][C:14]=3[C:29]3[CH:34]=[CH:33][C:32]([F:35])=[CH:31][CH:30]=3)[CH2:9][CH2:8]2)[CH2:6][CH2:5][CH2:4][CH2:3][CH2:2]1.C([N:38](CC)CC)C.[CH3:43][S:44](Cl)(=[O:46])=[O:45]. Product: [CH:1]1([N:7]2[CH2:12][CH2:11][N:10]([C:13]3[S:17][C:16]([NH:18][C:19](=[O:28])[C:20]4[CH:21]=[CH:22][C:23]([CH2:26][NH:38][S:44]([CH3:43])(=[O:46])=[O:45])=[CH:24][CH:25]=4)=[N:15][C:14]=3[C:29]3[CH:30]=[CH:31][C:32]([F:35])=[CH:33][CH:34]=3)[CH2:9][CH2:8]2)[CH2:6][CH2:5][CH2:4][CH2:3][CH2:2]1. The catalyst class is: 1. (4) Product: [NH:33]1[C:5]([C:4]2[CH:8]=[CH:9][CH:10]=[CH:11][C:3]=2[OH:2])=[CH:16][C:17]([C:18]2[CH:19]=[CH:20][CH:21]=[CH:22][C:23]=2[OH:14])=[N:34]1.[NH:34]1[CH:30]=[CH:31][C:32]([C:35]2[CH:36]=[CH:37][CH:38]=[CH:39][C:40]=2[OH:44])=[N:33]1.[O:25]1[CH:29]=[CH:28][CH:27]=[C:26]1[C:30]1[NH:34][N:33]=[C:32]([C:35]2[CH:40]=[CH:39][CH:38]=[CH:37][CH:36]=2)[CH:31]=1. Reactant: C[O:2][C:3]1[CH:11]=[CH:10][CH:9]=[CH:8][C:4]=1[C:5](Cl)=O.NN.[O:14]1[C:23]2[C:18](=[CH:19][CH:20]=[CH:21][CH:22]=2)[C:17](=O)[CH:16]=C1.[O:25]1[CH:29]=[CH:28][CH:27]=[C:26]1[C:30]1[NH:34][N:33]=[C:32]([C:35]2[CH:36]=[C:37](O)[CH:38]=[CH:39][CH:40]=2)[CH:31]=1.C(C1C=CC=CC=1)(=[O:44])C.[Li+].C[Si]([N-][Si](C)(C)C)(C)C.O1C=CC=C1C(Cl)=O. The catalyst class is: 11. (5) Reactant: [I-].[Na+].[CH2:3]([O:6][C:7]1[CH:12]=CC(O)=[CH:9][CH:8]=1)[CH2:4][CH3:5].[C:14]([O-:17])([O-])=[O:15].[Cs+].[Cs+].ClC[C:22]1([C:37]([O:39][CH2:40][CH3:41])=O)[CH2:25][N:24]([C:26]([NH:28][C:29]2[CH:34]=[CH:33][CH:32]=[C:31]([Cl:35])[C:30]=2[Cl:36])=[O:27])[CH2:23]1.Cl. Product: [Cl:36][C:30]1[C:31]([Cl:35])=[CH:32][CH:33]=[CH:34][C:29]=1[NH:28][C:26]([N:24]1[CH2:23][C:22]([CH2:37][O:39][C:40]2[CH:41]=[CH:12][C:7]([O:6][CH2:3][CH2:4][CH3:5])=[CH:8][CH:9]=2)([C:14]([OH:17])=[O:15])[CH2:25]1)=[O:27]. The catalyst class is: 656.